This data is from Full USPTO retrosynthesis dataset with 1.9M reactions from patents (1976-2016). The task is: Predict the reactants needed to synthesize the given product. Given the product [C:1]([C:3]1[C:4]([N:16]2[CH2:19][CH:18]([C:20](=[O:21])[NH:35][S:32]([CH2:31][C:25]3[CH:26]=[CH:27][C:28]([F:30])=[CH:29][C:24]=3[F:23])(=[O:33])=[O:34])[CH2:17]2)=[N:5][C:6]([CH2:14][F:15])=[C:7]([CH:8]=1)[C:9]([O:11][CH2:12][CH3:13])=[O:10])#[N:2], predict the reactants needed to synthesize it. The reactants are: [C:1]([C:3]1[C:4]([N:16]2[CH2:19][CH:18]([C:20](O)=[O:21])[CH2:17]2)=[N:5][C:6]([CH2:14][F:15])=[C:7]([C:9]([O:11][CH2:12][CH3:13])=[O:10])[CH:8]=1)#[N:2].[F:23][C:24]1[CH:29]=[C:28]([F:30])[CH:27]=[CH:26][C:25]=1[CH2:31][S:32]([NH2:35])(=[O:34])=[O:33].